Dataset: Full USPTO retrosynthesis dataset with 1.9M reactions from patents (1976-2016). Task: Predict the reactants needed to synthesize the given product. (1) Given the product [OH:8][CH2:9][CH:10]1[CH2:14][CH2:13][N:12]([CH3:15])[C:11]1=[O:16], predict the reactants needed to synthesize it. The reactants are: C([O:8][CH2:9][CH:10]1[CH2:14][CH2:13][N:12]([CH3:15])[C:11]1=[O:16])C1C=CC=CC=1. (2) Given the product [Cl:1][C:2]1[CH:3]=[C:4]([C:8]([CH3:13])([CH2:11][CH3:12])[C:9]#[N:10])[CH:5]=[CH:6][CH:7]=1, predict the reactants needed to synthesize it. The reactants are: [Cl:1][C:2]1[CH:3]=[C:4]([CH:8]([CH2:11][CH3:12])[C:9]#[N:10])[CH:5]=[CH:6][CH:7]=1.[CH3:13]I.[H-].[Na+].